Dataset: Catalyst prediction with 721,799 reactions and 888 catalyst types from USPTO. Task: Predict which catalyst facilitates the given reaction. (1) Reactant: [OH:1][C:2]1[CH:3]=[C:4]([C:9]([CH3:14])([CH3:13])[C:10]([OH:12])=[O:11])[CH:5]=[C:6]([OH:8])[CH:7]=1.[C:15](=O)(O)[O-].[Na+].IC. Product: [OH:1][C:2]1[CH:3]=[C:4]([C:9]([CH3:14])([CH3:13])[C:10]([O:12][CH3:15])=[O:11])[CH:5]=[C:6]([OH:8])[CH:7]=1. The catalyst class is: 9. (2) The catalyst class is: 2. Reactant: [CH3:1][CH:2]([CH3:18])[CH2:3][C@H:4]([NH:8][C:9](=[O:17])[C:10]1[CH:15]=[CH:14][CH:13]=[C:12]([CH3:16])[CH:11]=1)[C:5]([OH:7])=O.[CH2:19]([CH2:21][NH2:22])[OH:20].C1C=CC2N(O)N=NC=2C=1.CCN=C=NCCCN(C)C. Product: [OH:20][CH2:19][CH2:21][NH:22][C:5]([C@@H:4]([NH:8][C:9](=[O:17])[C:10]1[CH:15]=[CH:14][CH:13]=[C:12]([CH3:16])[CH:11]=1)[CH2:3][CH:2]([CH3:1])[CH3:18])=[O:7]. (3) Reactant: Br[C:2]1[CH:9]=[CH:8][C:5]([C:6]#[N:7])=[C:4]([F:10])[CH:3]=1.C(=O)([O-])[O-].[Cs+].[Cs+].CC1(C)C2C=CC=C(P(C3C=CC=CC=3)C3C=CC=CC=3)C=2OC2C1=CC=CC=2P(C1C=CC=CC=1)C1C=CC=CC=1.[CH3:59][O:60][C:61]1[CH:62]=[C:63]([C:67]2[C:79]3[C:78]4[C:73](=[CH:74][CH:75]=[CH:76][CH:77]=4)[NH:72][C:71]=3[CH:70]=[CH:69][CH:68]=2)[CH:64]=[N:65][CH:66]=1. Product: [F:10][C:4]1[CH:3]=[C:2]([N:72]2[C:71]3[CH:70]=[CH:69][CH:68]=[C:67]([C:63]4[CH:64]=[N:65][CH:66]=[C:61]([O:60][CH3:59])[CH:62]=4)[C:79]=3[C:78]3[C:73]2=[CH:74][CH:75]=[CH:76][CH:77]=3)[CH:9]=[CH:8][C:5]=1[C:6]#[N:7]. The catalyst class is: 160.